This data is from Full USPTO retrosynthesis dataset with 1.9M reactions from patents (1976-2016). The task is: Predict the reactants needed to synthesize the given product. (1) Given the product [NH2:8][C@H:9]([CH2:18][C:19]1[CH:20]=[CH:21][C:22]([C:25]2[CH:30]=[CH:29][CH:28]=[CH:27][C:26]=2[F:31])=[CH:23][CH:24]=1)[CH2:10][C@:11]([CH2:16][OH:17])([CH3:15])[C:12]([OH:14])=[O:13], predict the reactants needed to synthesize it. The reactants are: C(OC([NH:8][C@H:9]([CH2:18][C:19]1[CH:24]=[CH:23][C:22]([C:25]2[CH:30]=[CH:29][CH:28]=[CH:27][C:26]=2[F:31])=[CH:21][CH:20]=1)[CH2:10][C@:11]([CH2:16][OH:17])([CH3:15])[C:12]([OH:14])=[O:13])=O)(C)(C)C.CCN(C(C)C)C(C)C. (2) Given the product [CH3:1][C:2]1[N:3]=[C:4]([C:23]2[CH:28]=[CH:27][CH:26]=[CH:25][CH:24]=2)[O:5][C:6]=1[C:7]([N:9]([CH2:17][C:18]([OH:20])=[O:19])[CH2:10][C:11]1[CH:16]=[CH:15][CH:14]=[CH:13][N:12]=1)=[O:8], predict the reactants needed to synthesize it. The reactants are: [CH3:1][C:2]1[N:3]=[C:4]([C:23]2[CH:28]=[CH:27][CH:26]=[CH:25][CH:24]=2)[O:5][C:6]=1[C:7]([N:9]([CH2:17][C:18]([O:20]CC)=[O:19])[CH2:10][C:11]1[CH:16]=[CH:15][CH:14]=[CH:13][N:12]=1)=[O:8].[OH-].[Li+].Cl.C(OCC)(=O)C. (3) Given the product [Br:12][C:9]1[CH:10]=[CH:11][C:6]([CH:2]([NH:1][C:18]([O:17][C:13]([CH3:16])([CH3:15])[CH3:14])=[O:19])[C:3]([OH:5])=[O:4])=[CH:7][CH:8]=1, predict the reactants needed to synthesize it. The reactants are: [NH2:1][CH:2]([C:6]1[CH:11]=[CH:10][C:9]([Br:12])=[CH:8][CH:7]=1)[C:3]([OH:5])=[O:4].[C:13]([O:17][C:18](O[C:18]([O:17][C:13]([CH3:16])([CH3:15])[CH3:14])=[O:19])=[O:19])([CH3:16])([CH3:15])[CH3:14]. (4) Given the product [Br:1][C:2]1[CH:10]=[CH:9][CH:8]=[C:7]([CH3:11])[C:3]=1[C:4]([O:6][C:16]([CH3:19])([CH3:18])[CH3:17])=[O:5], predict the reactants needed to synthesize it. The reactants are: [Br:1][C:2]1[CH:10]=[CH:9][CH:8]=[C:7]([CH3:11])[C:3]=1[C:4]([OH:6])=[O:5].ClC(Cl)(Cl)C(=N)O[C:16]([CH3:19])([CH3:18])[CH3:17]. (5) The reactants are: [CH3:1][C:2]1[C:10]2[CH2:9][O:8][C:7](=[O:11])[C:6]=2[CH:5]=[CH:4][C:3]=1[CH2:12][CH:13]=C.CSC.C[OH:19]. Given the product [CH3:1][C:2]1[C:10]2[CH2:9][O:8][C:7](=[O:11])[C:6]=2[CH:5]=[CH:4][C:3]=1[CH2:12][CH:13]=[O:19], predict the reactants needed to synthesize it. (6) The reactants are: [CH2:1]([O:8][C:9]([NH:11][C:12]1([CH:16]([CH3:20])[C:17]([OH:19])=[O:18])[CH2:15][O:14][CH2:13]1)=[O:10])[C:2]1[CH:7]=[CH:6][CH:5]=[CH:4][CH:3]=1.C(N(CC)CC)C.Br[CH2:29][C:30]([C:32]1[CH:37]=[CH:36][C:35]([C:38]([F:41])([F:40])[F:39])=[CH:34][CH:33]=1)=[O:31]. Given the product [CH2:1]([O:8][C:9]([NH:11][C:12]1([CH:16]([CH3:20])[C:17]([O:19][CH2:29][C:30](=[O:31])[C:32]2[CH:33]=[CH:34][C:35]([C:38]([F:39])([F:40])[F:41])=[CH:36][CH:37]=2)=[O:18])[CH2:13][O:14][CH2:15]1)=[O:10])[C:2]1[CH:7]=[CH:6][CH:5]=[CH:4][CH:3]=1, predict the reactants needed to synthesize it.